The task is: Predict the product of the given reaction.. This data is from Forward reaction prediction with 1.9M reactions from USPTO patents (1976-2016). (1) Given the reactants ClC1C2S(=O)CCC=2N=C([N:8]2[CH2:13][CH2:12][N:11]([C:14]3[CH:19]=[CH:18][C:17]([Cl:20])=[CH:16][CH:15]=3)[CH2:10][CH2:9]2)N=1.N[C@](C)(C(C)C)CO.ClC1C=CC(N2CCN([C:46]3[N:47]=[C:48]([NH:56][C@:57]([CH3:63])([CH:60]([CH3:62])[CH3:61])[CH2:58][OH:59])[C:49]4[S:54](=[O:55])[CH2:53][CH2:52][C:50]=4[N:51]=3)CC2)=CC=1, predict the reaction product. The product is: [Cl:20][C:17]1[CH:16]=[CH:15][C:14]([N:11]2[CH2:10][CH2:9][NH:8][CH2:13][CH:12]2[C:46]2[N:47]=[C:48]([NH:56][C@:57]([CH3:63])([CH:60]([CH3:61])[CH3:62])[CH2:58][OH:59])[C:49]3[S:54](=[O:55])[CH2:53][CH2:52][C:50]=3[N:51]=2)=[CH:19][CH:18]=1. (2) Given the reactants [Br:1][C:2]1[CH:7]=[CH:6][C:5]([C:8]([CH3:15])([CH3:14])[C:9](OCC)=[O:10])=[CH:4][CH:3]=1.[H-].[H-].[H-].[H-].[Li+].[Al+3].O.Cl, predict the reaction product. The product is: [Br:1][C:2]1[CH:3]=[CH:4][C:5]([C:8]([CH3:15])([CH3:14])[CH2:9][OH:10])=[CH:6][CH:7]=1. (3) The product is: [CH3:11][C:12]1[O:16][N:15]=[C:14]([C:17]2[N:18]=[C:7]([OH:9])[C:3]3[S:4][CH:5]=[CH:6][C:2]=3[N:1]=2)[CH:13]=1. Given the reactants [NH2:1][C:2]1[CH:6]=[CH:5][S:4][C:3]=1[C:7]([O:9]C)=O.[CH3:11][C:12]1[O:16][N:15]=[C:14]([C:17]#[N:18])[CH:13]=1.CC(C)([O-])C.[K+], predict the reaction product. (4) Given the reactants Br[C:2]1[C:10]2[O:9][C:8]([C:11]3[CH:16]=[CH:15][C:14]([OH:17])=[C:13]([F:18])[CH:12]=3)=[N:7][C:6]=2[CH:5]=[C:4]([OH:19])[CH:3]=1.[CH2:20](OCCOCC)[CH3:21], predict the reaction product. The product is: [F:18][C:13]1[CH:12]=[C:11]([C:8]2[O:9][C:10]3[C:2]([CH:20]=[CH2:21])=[CH:3][C:4]([OH:19])=[CH:5][C:6]=3[N:7]=2)[CH:16]=[CH:15][C:14]=1[OH:17]. (5) Given the reactants C(S[C:4](=[O:25])[CH2:5][C@H:6]1[CH2:11][CH2:10][C@H:9]([NH:12][C:13]([C:15]2[C:24]3[C:19](=[CH:20][CH:21]=[CH:22][CH:23]=3)[N:18]=[CH:17][CH:16]=2)=[O:14])[CH2:8][CH2:7]1)C.C.C([SiH](CC)CC)C.CCCCCCC.C([O-])(=O)C, predict the reaction product. The product is: [O:25]=[CH:4][CH2:5][C@H:6]1[CH2:11][CH2:10][C@H:9]([NH:12][C:13]([C:15]2[C:24]3[C:19](=[CH:20][CH:21]=[CH:22][CH:23]=3)[N:18]=[CH:17][CH:16]=2)=[O:14])[CH2:8][CH2:7]1. (6) Given the reactants C([Li:5])CCC.C(NC(C)C)(C)C.[CH2:13]([SnH:17]([CH2:22][CH2:23][CH2:24][CH3:25])[CH2:18][CH2:19][CH2:20][CH3:21])[CH2:14][CH2:15][CH3:16], predict the reaction product. The product is: [CH2:22]([Sn:17]([Li:5])([CH2:13][CH2:14][CH2:15][CH3:16])[CH2:18][CH2:19][CH2:20][CH3:21])[CH2:23][CH2:24][CH3:25]. (7) Given the reactants [NH2:1][C:2]1[C:6]2[C:7]([CH3:23])=[N:8][C:9]([NH:11][C:12]([NH:14][C@@H:15]([C:17]3[CH:22]=[CH:21][CH:20]=[CH:19][CH:18]=3)[CH3:16])=[O:13])=[CH:10][C:5]=2[NH:4][N:3]=1.S([O-])([O-])(=O)=O.[Mg+2].F[C:31](F)(F)[C:32](O)=O.C([BH3-])#N.[Na+], predict the reaction product. The product is: [CH2:31]([NH:1][C:2]1[C:6]2[C:7]([CH3:23])=[N:8][C:9]([NH:11][C:12]([NH:14][C@@H:15]([C:17]3[CH:22]=[CH:21][CH:20]=[CH:19][CH:18]=3)[CH3:16])=[O:13])=[CH:10][C:5]=2[NH:4][N:3]=1)[CH3:32]. (8) Given the reactants [C:1]([C:5]1[CH:10]=[CH:9][CH:8]=[CH:7][C:6]=1[N:11]1[CH2:16][CH2:15][N:14]([C:17](=[O:21])[C:18]([OH:20])=O)[CH2:13][CH2:12]1)([CH3:4])([CH3:3])[CH3:2].[NH2:22][CH:23]1[CH2:28][CH2:27][N:26]([C:29]([O:31][C:32]([CH3:35])([CH3:34])[CH3:33])=[O:30])[CH2:25][CH2:24]1.CCN=C=NCCCN(C)C.C1C=CC2N(O)N=NC=2C=1.C([O-])(O)=O.[Na+], predict the reaction product. The product is: [C:1]([C:5]1[CH:10]=[CH:9][CH:8]=[CH:7][C:6]=1[N:11]1[CH2:12][CH2:13][N:14]([C:17](=[O:21])[C:18]([NH:22][CH:23]2[CH2:24][CH2:25][N:26]([C:29]([O:31][C:32]([CH3:35])([CH3:34])[CH3:33])=[O:30])[CH2:27][CH2:28]2)=[O:20])[CH2:15][CH2:16]1)([CH3:4])([CH3:2])[CH3:3]. (9) Given the reactants [N:1]1[CH:6]=[CH:5][CH:4]=[C:3]([NH:7][C:8](=[O:13])[O:9][CH:10]([CH3:12])[CH3:11])[CH:2]=1.[H][H].C(=O)([O-])[O-].[Na+].[Na+], predict the reaction product. The product is: [NH:1]1[CH2:6][CH2:5][CH2:4][CH:3]([NH:7][C:8](=[O:13])[O:9][CH:10]([CH3:11])[CH3:12])[CH2:2]1. (10) Given the reactants C(N=[N+]=[N-])C1C=CC=CC=1.[N:11]([CH2:14][C:15]1[CH:20]=[CH:19][C:18]([F:21])=[CH:17][CH:16]=1)=[N+:12]=[N-:13].[C:22]([C:24]1[S:25][C:26]([C:30]([O:32][CH2:33][CH3:34])=[O:31])=[C:27]([CH3:29])[N:28]=1)#[CH:23], predict the reaction product. The product is: [F:21][C:18]1[CH:19]=[CH:20][C:15]([CH2:14][N:11]2[CH:23]=[C:22]([C:24]3[S:25][C:26]([C:30]([O:32][CH2:33][CH3:34])=[O:31])=[C:27]([CH3:29])[N:28]=3)[N:13]=[N:12]2)=[CH:16][CH:17]=1.